Dataset: Catalyst prediction with 721,799 reactions and 888 catalyst types from USPTO. Task: Predict which catalyst facilitates the given reaction. (1) Reactant: [CH2:1]([O:3][C:4](=[O:12])[C:5]1[CH:10]=[CH:9][C:8]([NH2:11])=[CH:7][CH:6]=1)[CH3:2].[N+:13]([C:16]1[CH:23]=[CH:22][CH:21]=[CH:20][C:17]=1[CH:18]=O)([O-:15])=[O:14]. Product: [N+:13]([C:16]1[CH:23]=[CH:22][CH:21]=[CH:20][C:17]=1[CH:18]=[N:11][C:8]1[CH:9]=[CH:10][C:5]([C:4]([O:3][CH2:1][CH3:2])=[O:12])=[CH:6][CH:7]=1)([O-:15])=[O:14]. The catalyst class is: 8. (2) Reactant: [NH2:1][C:2]1[NH:6][N:5]=[C:4]([CH2:7][C:8]#[N:9])[C:3]=1[C:10]#[N:11].C([O-])([O-])=O.[K+].[K+].Cl[CH2:19][C:20]([N:22]1[CH2:27][CH2:26][N:25]([C:28]2[CH:33]=[CH:32][C:31]([F:34])=[CH:30][CH:29]=2)[CH2:24][CH2:23]1)=[O:21].CN(C=O)C. Product: [NH2:1][C:2]1[C:3]([C:10]#[N:11])=[C:4]([CH2:7][C:8]#[N:9])[N:5]([CH2:19][C:20]([N:22]2[CH2:23][CH2:24][N:25]([C:28]3[CH:33]=[CH:32][C:31]([F:34])=[CH:30][CH:29]=3)[CH2:26][CH2:27]2)=[O:21])[N:6]=1. The catalyst class is: 195. (3) Reactant: [C:1]([O:5][C:6](=[O:18])[NH:7][C@@H:8]1[C:16]2[C:11](=[CH:12][CH:13]=[CH:14][CH:15]=2)[CH2:10][C@H:9]1[OH:17])([CH3:4])([CH3:3])[CH3:2].C[Si](C)(C)N[Si](C)(C)C.[K].C1(C)C=CC=CC=1.[CH3:36][O:37][CH2:38]Cl.[Cl-].[NH4+].C1[CH2:46][O:45][CH2:44]C1. Product: [CH3:36][O:37][CH2:38][O:17][C@@H:9]1[CH2:10][C:11]2[C:16](=[CH:15][CH:14]=[CH:13][CH:12]=2)[C@H:8]1[N:7]([CH2:44][O:45][CH3:46])[C:6](=[O:18])[O:5][C:1]([CH3:4])([CH3:2])[CH3:3]. The catalyst class is: 13. (4) Reactant: [CH:1]1([C:4]2[NH:5][C:6]([C:19]3[CH:24]=[CH:23][C:22]([F:25])=[CH:21][C:20]=3[F:26])=[C:7]([C:9]3[N:14]=[C:13]([OH:15])[C:12]([N+:16]([O-])=O)=[CH:11][CH:10]=3)[N:8]=2)[CH2:3][CH2:2]1. Product: [NH2:16][C:12]1[C:13]([OH:15])=[N:14][C:9]([C:7]2[N:8]=[C:4]([CH:1]3[CH2:2][CH2:3]3)[NH:5][C:6]=2[C:19]2[CH:24]=[CH:23][C:22]([F:25])=[CH:21][C:20]=2[F:26])=[CH:10][CH:11]=1. The catalyst class is: 8. (5) Product: [Br:26][C:4]1[C:3]([O:2][CH3:1])=[N:20][C:7]2[CH2:8][CH2:9][N:10]([C:13]([O:15][C:16]([CH3:17])([CH3:19])[CH3:18])=[O:14])[CH2:11][CH2:12][C:6]=2[CH:5]=1. The catalyst class is: 4. Reactant: [CH3:1][O:2][C:3]1[CH:4]=[CH:5][C:6]2[CH2:12][CH2:11][N:10]([C:13]([O:15][C:16]([CH3:19])([CH3:18])[CH3:17])=[O:14])[CH2:9][CH2:8][C:7]=2[N:20]=1.C([O-])(=O)C.[Na+].[Br:26]Br. (6) Reactant: S(Cl)(Cl)=O.BrC1SC(C(O)=O)=CC=1.BrC1SC(C(Cl)=O)=CC=1.[Br:23][C:24]1[S:28][C:27]([C:29]([N:31]=[C:32]=[S:33])=[O:30])=[CH:26][CH:25]=1.[CH3:34][O:35][C:36]1[CH:37]=[C:38]2[C:43](=[CH:44][C:45]=1[O:46][CH3:47])[N:42]=[CH:41][CH:40]=[C:39]2[O:48][C:49]1[CH:55]=[CH:54][C:52]([NH2:53])=[C:51]([CH3:56])[CH:50]=1. Product: [Br:23][C:24]1[S:28][C:27]([C:29]([NH:31][C:32]([NH:53][C:52]2[CH:54]=[CH:55][C:49]([O:48][C:39]3[C:38]4[C:43](=[CH:44][C:45]([O:46][CH3:47])=[C:36]([O:35][CH3:34])[CH:37]=4)[N:42]=[CH:41][CH:40]=3)=[CH:50][C:51]=2[CH3:56])=[S:33])=[O:30])=[CH:26][CH:25]=1. The catalyst class is: 548. (7) Reactant: [O:1]=[C:2]1[N:10]([CH2:11][CH2:12][CH3:13])[C:9]2[N:8]=[C:7]([C:14]34[CH2:21][CH2:20][C:17]([CH:22]=[CH:23][C:24]([OH:26])=[O:25])([CH2:18][CH2:19]3)[CH2:16][CH2:15]4)[NH:6][C:5]=2[C:4](=[O:27])[N:3]1[CH2:28][CH2:29][CH3:30]. Product: [O:1]=[C:2]1[N:10]([CH2:11][CH2:12][CH3:13])[C:9]2[N:8]=[C:7]([C:14]34[CH2:21][CH2:20][C:17]([CH2:22][CH2:23][C:24]([OH:26])=[O:25])([CH2:18][CH2:19]3)[CH2:16][CH2:15]4)[NH:6][C:5]=2[C:4](=[O:27])[N:3]1[CH2:28][CH2:29][CH3:30]. The catalyst class is: 19.